This data is from NCI-60 drug combinations with 297,098 pairs across 59 cell lines. The task is: Regression. Given two drug SMILES strings and cell line genomic features, predict the synergy score measuring deviation from expected non-interaction effect. (1) Drug 1: CC1=CC2C(CCC3(C2CCC3(C(=O)C)OC(=O)C)C)C4(C1=CC(=O)CC4)C. Drug 2: CCCCCOC(=O)NC1=NC(=O)N(C=C1F)C2C(C(C(O2)C)O)O. Cell line: CCRF-CEM. Synergy scores: CSS=9.39, Synergy_ZIP=-0.548, Synergy_Bliss=3.64, Synergy_Loewe=5.11, Synergy_HSA=4.94. (2) Drug 1: C1CCC(CC1)NC(=O)N(CCCl)N=O. Drug 2: C1=NC2=C(N1)C(=S)N=C(N2)N. Cell line: RPMI-8226. Synergy scores: CSS=71.8, Synergy_ZIP=2.14, Synergy_Bliss=0.320, Synergy_Loewe=-9.63, Synergy_HSA=2.30. (3) Drug 1: CN1CCC(CC1)COC2=C(C=C3C(=C2)N=CN=C3NC4=C(C=C(C=C4)Br)F)OC. Drug 2: CCC1(C2=C(COC1=O)C(=O)N3CC4=CC5=C(C=CC(=C5CN(C)C)O)N=C4C3=C2)O.Cl. Cell line: HCT116. Synergy scores: CSS=34.7, Synergy_ZIP=-1.61, Synergy_Bliss=-1.83, Synergy_Loewe=-22.9, Synergy_HSA=-2.01. (4) Drug 1: CC=C1C(=O)NC(C(=O)OC2CC(=O)NC(C(=O)NC(CSSCCC=C2)C(=O)N1)C(C)C)C(C)C. Drug 2: CN(CCCl)CCCl.Cl. Cell line: CAKI-1. Synergy scores: CSS=36.8, Synergy_ZIP=-3.19, Synergy_Bliss=4.85, Synergy_Loewe=-20.1, Synergy_HSA=5.60. (5) Drug 1: CCC1=CC2CC(C3=C(CN(C2)C1)C4=CC=CC=C4N3)(C5=C(C=C6C(=C5)C78CCN9C7C(C=CC9)(C(C(C8N6C)(C(=O)OC)O)OC(=O)C)CC)OC)C(=O)OC.C(C(C(=O)O)O)(C(=O)O)O. Drug 2: CCCS(=O)(=O)NC1=C(C(=C(C=C1)F)C(=O)C2=CNC3=C2C=C(C=N3)C4=CC=C(C=C4)Cl)F. Cell line: NCI/ADR-RES. Synergy scores: CSS=0.00600, Synergy_ZIP=-0.361, Synergy_Bliss=-0.963, Synergy_Loewe=-1.89, Synergy_HSA=-1.91.